From a dataset of Catalyst prediction with 721,799 reactions and 888 catalyst types from USPTO. Predict which catalyst facilitates the given reaction. (1) Reactant: N[C:2]1[N:7]=[CH:6][C:5]([C:8]2[CH:19]=[C:18]([CH3:20])[C:11]([O:12][CH2:13][C:14](OC)=[O:15])=[C:10]([CH3:21])[CH:9]=2)=[CH:4][N:3]=1.O.[NH2:23][NH2:24]. Product: [CH3:20][C:18]1[CH:19]=[C:8]([C:5]2[CH:4]=[N:3][CH:2]=[N:7][CH:6]=2)[CH:9]=[C:10]([CH3:21])[C:11]=1[O:12][CH2:13][C:14]([NH:23][NH2:24])=[O:15]. The catalyst class is: 14. (2) Reactant: [NH2:1][CH2:2][CH2:3][CH:4]1[C:8]2[C:9]3[N:10]([N:13]=[C:14]([CH3:21])[C:15]=3[C:16](OCC)=O)[CH:11]=[CH:12][C:7]=2[CH2:6][CH2:5]1.C1(C)C=CC=CC=1.[H-].C([Al+]CC(C)C)C(C)C.O.O.O.O.O.O.O.O.O.O.S([O-])([O-])(=O)=O.[Na+].[Na+].C(N(CC)CC)C.[C:63](OC(=O)C)(=[O:65])[CH3:64]. Product: [CH3:16][C:15]1[C:14]([CH3:21])=[N:13][N:10]2[CH:11]=[CH:12][C:7]3[CH2:6][CH2:5][CH:4]([CH2:3][CH2:2][NH:1][C:63](=[O:65])[CH3:64])[C:8]=3[C:9]=12. The catalyst class is: 30. (3) Reactant: [C:1]([C:3]([C:6]1[CH:11]=[CH:10][C:9]([C:12]2[C:24]3[C:23]4[CH:22]=[C:21]([C:25]5[CH:26]=[C:27]([NH:31]C(=O)OC(C)(C)C)[CH:28]=[N:29][CH:30]=5)[CH:20]=[CH:19][C:18]=4[N:17]=[CH:16][C:15]=3[N:14]([CH3:39])[N:13]=2)=[CH:8][CH:7]=1)([CH3:5])[CH3:4])#[N:2].Cl.C([O-])(O)=O.[Na+]. Product: [NH2:31][C:27]1[CH:26]=[C:25]([C:21]2[CH:20]=[CH:19][C:18]3[N:17]=[CH:16][C:15]4[N:14]([CH3:39])[N:13]=[C:12]([C:9]5[CH:8]=[CH:7][C:6]([C:3]([CH3:4])([CH3:5])[C:1]#[N:2])=[CH:11][CH:10]=5)[C:24]=4[C:23]=3[CH:22]=2)[CH:30]=[N:29][CH:28]=1. The catalyst class is: 5. (4) Reactant: C[Si](C)(C)[N-][Si](C)(C)C.[Li+].[CH3:11][C:12]([CH3:18])([C:14](=[O:17])[CH2:15][CH3:16])[CH3:13].[C:19]([O:26][CH2:27][CH3:28])(=[O:25])[C:20]([O:22]CC)=O. Product: [CH2:27]([O:26][C:19](=[O:25])[C:20](=[O:22])[CH:15]([CH3:16])[C:14](=[O:17])[C:12]([CH3:18])([CH3:13])[CH3:11])[CH3:28]. The catalyst class is: 1.